This data is from Catalyst prediction with 721,799 reactions and 888 catalyst types from USPTO. The task is: Predict which catalyst facilitates the given reaction. (1) Reactant: [C:1]([O:5][C:6](=[O:17])[CH:7](Br)[NH:8][C:9]([O:11][C:12]([CH3:15])([CH3:14])[CH3:13])=[O:10])([CH3:4])([CH3:3])[CH3:2].[CH3:18]/[C:19](/[CH3:28])=[C:20](/[O:26][CH3:27])\[O:21][Si](C)(C)C.C(N(CC)CC)C.C(O)(=O)CC(CC(O)=O)(C(O)=O)O. Product: [CH3:27][O:26][C:20](=[O:21])[C:19]([CH3:28])([CH3:18])[CH:7]([NH:8][C:9]([O:11][C:12]([CH3:15])([CH3:14])[CH3:13])=[O:10])[C:6]([O:5][C:1]([CH3:4])([CH3:3])[CH3:2])=[O:17]. The catalyst class is: 528. (2) Reactant: [CH3:1][NH:2][CH2:3][CH2:4][OH:5].C(N(CC)CC)C.[C:13]([Si:17](Cl)([C:24]1[CH:29]=[CH:28][CH:27]=[CH:26][CH:25]=1)[C:18]1[CH:23]=[CH:22][CH:21]=[CH:20][CH:19]=1)([CH3:16])([CH3:15])[CH3:14]. Product: [Si:17]([O:5][CH2:4][CH2:3][NH:2][CH3:1])([C:13]([CH3:16])([CH3:15])[CH3:14])([C:24]1[CH:25]=[CH:26][CH:27]=[CH:28][CH:29]=1)[C:18]1[CH:23]=[CH:22][CH:21]=[CH:20][CH:19]=1. The catalyst class is: 172. (3) Reactant: [Si](O[CH2:9][C:10]1[CH:18]=[CH:17][C:13]([C:14]([NH2:16])=[O:15])=[C:12]([N+:19]([O-:21])=[O:20])[CH:11]=1)(C(C)(C)C)(C)C.[F-].[CH2:23]([N+:27](CCCC)(CCCC)[CH2:28]CCC)CCC.C1COCC1.S(Cl)(Cl)=O.CNC.C1COCC1. Product: [CH3:23][N:27]([CH2:9][C:10]1[CH:18]=[CH:17][C:13]([C:14]([NH2:16])=[O:15])=[C:12]([N+:19]([O-:21])=[O:20])[CH:11]=1)[CH3:28]. The catalyst class is: 20. (4) Reactant: CS(O[CH2:6][C:7]1([CH3:27])[CH2:12][CH2:11][C:10]([F:26])([S:13]([C:16]2[CH:21]=[CH:20][CH:19]=[C:18]([C:22]([F:25])([F:24])[F:23])[CH:17]=2)(=[O:15])=[O:14])[CH2:9][CH2:8]1)(=O)=O.[N-:28]=[N+:29]=[N-:30].[Na+]. The catalyst class is: 31. Product: [N:28]([CH2:6][C:7]1([CH3:27])[CH2:12][CH2:11][C:10]([F:26])([S:13]([C:16]2[CH:21]=[CH:20][CH:19]=[C:18]([C:22]([F:25])([F:24])[F:23])[CH:17]=2)(=[O:15])=[O:14])[CH2:9][CH2:8]1)=[N+:29]=[N-:30]. (5) Reactant: C(OC(=O)[NH:7][CH2:8][C:9]1[CH:14]=[CH:13][C:12]([C:15]([NH:17][C@@H:18]2[CH2:23][CH2:22][CH2:21][CH2:20][C@H:19]2[CH2:24][N:25]2[CH2:30][CH2:29][CH2:28][CH:27]([CH2:31][O:32][CH2:33][CH3:34])[CH2:26]2)=[O:16])=[CH:11][CH:10]=1)(C)(C)C.[ClH:36]. Product: [NH2:7][CH2:8][C:9]1[CH:10]=[CH:11][C:12]([C:15]([NH:17][C@@H:18]2[CH2:23][CH2:22][CH2:21][CH2:20][C@H:19]2[CH2:24][N:25]2[CH2:30][CH2:29][CH2:28][CH:27]([CH2:31][O:32][CH2:33][CH3:34])[CH2:26]2)=[O:16])=[CH:13][CH:14]=1.[ClH:36]. The catalyst class is: 12. (6) Reactant: [F:1][C:2]1[CH:7]=[CH:6][C:5]([NH:8][C:9](=[O:14])[CH2:10][N:11]([CH3:13])[CH3:12])=[CH:4][C:3]=1[N+:15]([O-])=O. Product: [NH2:15][C:3]1[CH:4]=[C:5]([NH:8][C:9](=[O:14])[CH2:10][N:11]([CH3:12])[CH3:13])[CH:6]=[CH:7][C:2]=1[F:1]. The catalyst class is: 29.